The task is: Predict which catalyst facilitates the given reaction.. This data is from Catalyst prediction with 721,799 reactions and 888 catalyst types from USPTO. (1) The catalyst class is: 101. Product: [Cl:9][C:3]1[CH:4]=[C:5]([F:8])[CH:6]=[CH:7][C:2]=1[N:10]1[CH2:15][CH2:14][NH:13][CH2:12][CH2:11]1. Reactant: Br[C:2]1[CH:7]=[CH:6][C:5]([F:8])=[CH:4][C:3]=1[Cl:9].[NH:10]1[CH2:15][CH2:14][NH:13][CH2:12][CH2:11]1.CC(C)([O-])C.[Na+].C1(P(C2C=CC=CC=2)C2C=CC3C(=CC=CC=3)C=2C2C3C(=CC=CC=3)C=CC=2P(C2C=CC=CC=2)C2C=CC=CC=2)C=CC=CC=1. (2) Reactant: Br[C:2]1[CH:7]=[CH:6][CH:5]=[CH:4][C:3]=1/[CH:8]=[CH:9]/[C:10]([O:12][CH2:13][CH3:14])=[O:11].[C:15]1([CH:21]2[CH2:25][CH2:24][NH:23][C:22]2=[O:26])[CH:20]=[CH:19][CH:18]=[CH:17][CH:16]=1.[O-]P([O-])([O-])=O.[K+].[K+].[K+].CN[C@@H]1CCCC[C@H]1NC. Product: [O:26]=[C:22]1[CH:21]([C:15]2[CH:20]=[CH:19][CH:18]=[CH:17][CH:16]=2)[CH2:25][CH2:24][N:23]1[C:2]1[CH:7]=[CH:6][CH:5]=[CH:4][C:3]=1/[CH:8]=[CH:9]/[C:10]([O:12][CH2:13][CH3:14])=[O:11]. The catalyst class is: 122. (3) Reactant: C([CH:8]([C:22]1[CH:27]=[CH:26][C:25]([NH:28][C:29]([O:31][C:32]([CH3:35])([CH3:34])[CH3:33])=[O:30])=[CH:24][CH:23]=1)[C:9](C(C1C=CC=CC=1)C)(N)[C:10]([OH:12])=[O:11])C1C=CC=CC=1.[CH3:36][CH2:37][CH2:38]CCCCCCCN. Product: [CH:37]([O:12][C:10](=[O:11])[CH:9]=[CH:8][C:22]1[CH:23]=[CH:24][C:25]([NH:28][C:29]([O:31][C:32]([CH3:33])([CH3:34])[CH3:35])=[O:30])=[CH:26][CH:27]=1)([CH3:38])[CH3:36]. The catalyst class is: 2.